From a dataset of Reaction yield outcomes from USPTO patents with 853,638 reactions. Predict the reaction yield, written as a fraction of the theoretical maximum amount of product (1.0 means a 100% yield; for example, 0.34 means a 34% yield). (1) The reactants are [OH-].[Na+].[CH2:3]([CH:5]([CH2:9][CH2:10][CH2:11][CH3:12])[C:6]([OH:8])=[O:7])[CH3:4].[Cl-].Cl[C:15]([O:17][CH3:18])=[O:16]. The catalyst is O. The product is [C:15](=[O:16])([O:17][CH3:18])[O:7][C:6](=[O:8])[CH:5]([CH2:3][CH3:4])[CH2:9][CH2:10][CH2:11][CH3:12]. The yield is 0.996. (2) The reactants are [CH2:1]([NH:3][C:4](=[O:36])[NH:5][C:6]1[CH:11]=[CH:10][C:9]([C:12]2[N:13]=[C:14]([N:29]3[CH2:34][CH2:33][O:32][CH2:31][C@@H:30]3[CH3:35])[C:15]3[CH2:21]C[N:19]([C:22]([O:24][C:25]([CH3:28])(C)C)=[O:23])[CH2:18][C:16]=3[N:17]=2)=[CH:8][CH:7]=1)[CH3:2].Cl[C:38]1[N:39]=[C:40](N2CCOC[C@@H]2C)[C:41]2CN(C(OCC)=O)CC=2N=1.N1C=CC(NC(NC2C=CC(B3OC(C)(C)C(C)(C)O3)=CC=2)=O)=CC=1. The catalyst is C1C=CC(P(C2C=CC=CC=2)[C-]2C=CC=C2)=CC=1.C1C=CC(P(C2C=CC=CC=2)[C-]2C=CC=C2)=CC=1.Cl[Pd]Cl.[Fe+2]. The product is [CH3:35][C@@H:30]1[N:29]([C:14]2[C:15]3[CH2:21][N:19]([C:22]([O:24][CH2:25][CH3:28])=[O:23])[CH2:18][C:16]=3[N:17]=[C:12]([C:9]3[CH:10]=[CH:11][C:6]([NH:5][C:4]([NH:3][C:1]4[CH:41]=[CH:40][N:39]=[CH:38][CH:2]=4)=[O:36])=[CH:7][CH:8]=3)[N:13]=2)[CH2:34][CH2:33][O:32][CH2:31]1. The yield is 0.490. (3) The reactants are CC(N=NC(C#N)(C)C)(C#N)C.C1C(=O)N(Br)C(=O)C1.[I:21][C:22]1[C:30]2[O:29][CH2:28][CH2:27][C:26]=2[CH:25]=[C:24]([S:31]([Cl:34])(=[O:33])=[O:32])[CH:23]=1.C(#N)C. The catalyst is ClC1C=CC=CC=1. The product is [I:21][C:22]1[C:30]2[O:29][CH:28]=[CH:27][C:26]=2[CH:25]=[C:24]([S:31]([Cl:34])(=[O:32])=[O:33])[CH:23]=1. The yield is 0.900. (4) The reactants are [CH:1]([O:4][C:5]1[N:10]=[C:9]([C:11]2[C:19]3[C:14](=[CH:15][CH:16]=[C:17]([C:20]4[N:24]=[C:23]([NH2:25])[S:22][N:21]=4)[CH:18]=3)[N:13](S(C3C=CC(C)=CC=3)(=O)=O)[CH:12]=2)[CH:8]=[CH:7][CH:6]=1)([CH3:3])[CH3:2].[OH-].[Na+]. The catalyst is O1CCOCC1. The product is [CH:1]([O:4][C:5]1[N:10]=[C:9]([C:11]2[C:19]3[C:14](=[CH:15][CH:16]=[C:17]([C:20]4[N:24]=[C:23]([NH2:25])[S:22][N:21]=4)[CH:18]=3)[NH:13][CH:12]=2)[CH:8]=[CH:7][CH:6]=1)([CH3:3])[CH3:2]. The yield is 0.202. (5) The reactants are [O:1]=[C:2]1[C:10]2[C:5](=[CH:6][CH:7]=[CH:8][CH:9]=2)[C:4](=[O:11])[N:3]1[CH:12]([C:18]1[CH:23]=[CH:22][C:21]([O:24][CH3:25])=[C:20]([O:26][CH2:27][CH3:28])[CH:19]=1)[CH2:13][C:14]([NH:16][OH:17])=[O:15].[C:29](O[C:29](=[O:32])[CH2:30][CH3:31])(=[O:32])[CH2:30][CH3:31]. The catalyst is C(#N)C.CCOCC. The product is [C:29]([O:17][NH:16][C:14](=[O:15])[CH2:13][CH:12]([N:3]1[C:4](=[O:11])[C:5]2[C:10](=[CH:9][CH:8]=[CH:7][CH:6]=2)[C:2]1=[O:1])[C:18]1[CH:23]=[CH:22][C:21]([O:24][CH3:25])=[C:20]([O:26][CH2:27][CH3:28])[CH:19]=1)(=[O:32])[CH2:30][CH3:31]. The yield is 0.420. (6) The reactants are [N:1]1([CH2:7][CH2:8][CH2:9][O:10][C:11]2[CH:19]=[CH:18][C:17]3[N:16]4[CH2:20][CH2:21][NH:22][C:23](=[O:24])[C:15]4=[CH:14][C:13]=3[CH:12]=2)[CH2:6][CH2:5]C[CH2:3][CH2:2]1.[OH:25][C@@H]1CCNC1. No catalyst specified. The product is [OH:25][C@@H:3]1[CH2:5][CH2:6][N:1]([CH2:7][CH2:8][CH2:9][O:10][C:11]2[CH:19]=[CH:18][C:17]3[N:16]4[CH2:20][CH2:21][NH:22][C:23](=[O:24])[C:15]4=[CH:14][C:13]=3[CH:12]=2)[CH2:2]1. The yield is 0.220. (7) The reactants are [F:1][C:2]([F:14])([F:13])[O:3][C:4]1[CH:9]=[CH:8][C:7]([N:10]=[C:11]=[O:12])=[CH:6][CH:5]=1.[NH2:15][CH:16]1[CH2:21][CH2:20][N:19]([C:22](=[O:27])[CH:23]([CH3:26])[CH2:24][CH3:25])[CH2:18][CH2:17]1. The catalyst is C(Cl)Cl. The product is [CH3:26][CH:23]([CH2:24][CH3:25])[C:22]([N:19]1[CH2:18][CH2:17][CH:16]([NH:15][C:11]([NH:10][C:7]2[CH:6]=[CH:5][C:4]([O:3][C:2]([F:13])([F:14])[F:1])=[CH:9][CH:8]=2)=[O:12])[CH2:21][CH2:20]1)=[O:27]. The yield is 0.890. (8) The reactants are C([N:8]1[CH2:13][CH2:12][CH:11]([C:14](=[O:27])[CH2:15][C:16]2[C:21]([C:22]([F:25])([F:24])[F:23])=[CH:20][CH:19]=[CH:18][C:17]=2[F:26])[CH2:10][CH2:9]1)C1C=CC=CC=1. The catalyst is ClCCCl.ClC(OC(Cl)C)=O. The product is [F:26][C:17]1[CH:18]=[CH:19][CH:20]=[C:21]([C:22]([F:24])([F:25])[F:23])[C:16]=1[CH2:15][C:14]([CH:11]1[CH2:10][CH2:9][NH:8][CH2:13][CH2:12]1)=[O:27]. The yield is 0.430. (9) The reactants are [BH4-].[Na+].[C:3]([C:6]1[C:7]([O:26][CH3:27])=[C:8]([C:15]2[CH:16]=[CH:17][C:18]([C:21]([N:23]([CH3:25])[CH3:24])=[O:22])=[N:19][CH:20]=2)[C:9]([C:13]#[N:14])=[C:10]([Cl:12])[CH:11]=1)(=[O:5])[CH3:4]. The catalyst is CO. The product is [Cl:12][C:10]1[C:9]([C:13]#[N:14])=[C:8]([C:15]2[CH:16]=[CH:17][C:18]([C:21]([N:23]([CH3:25])[CH3:24])=[O:22])=[N:19][CH:20]=2)[C:7]([O:26][CH3:27])=[C:6]([CH:3]([OH:5])[CH3:4])[CH:11]=1. The yield is 1.00. (10) The reactants are [CH3:1][N:2]1[CH2:7][CH2:6][O:5][CH:4]([CH2:8][OH:9])[CH2:3]1.CCN(C(C)C)C(C)C.[Cl:19][C:20](OC1C=CC([N+]([O-])=O)=CC=1)=[O:21].Cl.Cl.[Cl:34][C:35]1[CH:40]=[CH:39][C:38]([N:41]2[CH2:46][CH2:45][NH:44][CH2:43][CH2:42]2)=[CH:37][CH:36]=1.Cl.CCOCC. The catalyst is C(Cl)Cl. The product is [ClH:19].[ClH:34].[Cl:34][C:35]1[CH:36]=[CH:37][C:38]([N:41]2[CH2:46][CH2:45][N:44]([C:20]([O:9][CH2:8][CH:4]3[O:5][CH2:6][CH2:7][N:2]([CH3:1])[CH2:3]3)=[O:21])[CH2:43][CH2:42]2)=[CH:39][CH:40]=1. The yield is 0.600.